Dataset: Forward reaction prediction with 1.9M reactions from USPTO patents (1976-2016). Task: Predict the product of the given reaction. (1) Given the reactants [C:1]1([CH3:23])[CH:6]=[CH:5][C:4]([C:7]2[S:11][C:10]3[CH:12]=[CH:13][CH:14]=[CH:15][C:9]=3[C:8]=2[C:16]2[CH:21]=[CH:20][C:19]([CH3:22])=[CH:18][CH:17]=2)=[CH:3][CH:2]=1.C1C(=O)N([Br:31])C(=O)C1.O, predict the reaction product. The product is: [Br:31][C:13]1[CH:14]=[CH:15][C:9]2[C:8]([C:16]3[CH:17]=[CH:18][C:19]([CH3:22])=[CH:20][CH:21]=3)=[C:7]([C:4]3[CH:5]=[CH:6][C:1]([CH3:23])=[CH:2][CH:3]=3)[S:11][C:10]=2[CH:12]=1. (2) Given the reactants C(=O)([O-])[O-].[K+].[K+].[Cl:7][C:8]1[CH:9]=[C:10]([S:14](Cl)(=[O:16])=[O:15])[CH:11]=[CH:12][CH:13]=1.O.Cl.[NH:20]1[CH2:25][CH2:24][C:23](=[O:26])[CH2:22][CH2:21]1.C(=O)(O)[O-].[Na+], predict the reaction product. The product is: [Cl:7][C:8]1[CH:9]=[C:10]([S:14]([N:20]2[CH2:25][CH2:24][C:23](=[O:26])[CH2:22][CH2:21]2)(=[O:16])=[O:15])[CH:11]=[CH:12][CH:13]=1. (3) Given the reactants F[C:2]1[CH:7]=[C:6]([I:8])[CH:5]=[CH:4][N:3]=1.[N+:9]([C:12]1[CH:13]=[C:14]([CH:16]=[CH:17][CH:18]=1)[NH2:15])([O-:11])=[O:10].C([O-])([O-])=O.[Cs+].[Cs+], predict the reaction product. The product is: [I:8][C:6]1[CH:5]=[CH:4][N:3]=[C:2]([NH:15][C:14]2[CH:16]=[CH:17][CH:18]=[C:12]([N+:9]([O-:11])=[O:10])[CH:13]=2)[CH:7]=1.